Dataset: Reaction yield outcomes from USPTO patents with 853,638 reactions. Task: Predict the reaction yield, written as a fraction of the theoretical maximum amount of product (1.0 means a 100% yield; for example, 0.34 means a 34% yield). (1) The product is [O:9]=[C:7]([CH:4]1[CH2:3][CH2:2][O:1][CH2:6][CH2:5]1)[CH2:14][C:15]#[N:16]. The yield is 0.240. No catalyst specified. The reactants are [O:1]1[CH2:6][CH2:5][CH:4]([C:7]([O:9]C)=O)[CH2:3][CH2:2]1.CC(C)C(=O)[CH2:14][C:15]#[N:16]. (2) The reactants are [C:1]1([N:7]2[C:11]([NH2:12])=[CH:10][C:9]([C:13]([CH3:19])([CH3:18])[C:14]([F:17])([F:16])[F:15])=[N:8]2)[CH:6]=[CH:5][CH:4]=[CH:3][CH:2]=1.C(=O)([O-])[O-].[K+].[K+].Cl[C:27]([O:29][C:30]1[CH:35]=[CH:34][CH:33]=[CH:32][CH:31]=1)=[O:28]. The catalyst is C(Cl)Cl. The product is [C:1]1([N:7]2[C:11]([NH:12][C:27](=[O:28])[O:29][C:30]3[CH:35]=[CH:34][CH:33]=[CH:32][CH:31]=3)=[CH:10][C:9]([C:13]([CH3:19])([CH3:18])[C:14]([F:16])([F:17])[F:15])=[N:8]2)[CH:2]=[CH:3][CH:4]=[CH:5][CH:6]=1. The yield is 0.870. (3) The reactants are [F:1][C:2]([F:45])([F:44])[C:3]1[CH:4]=[C:5]([C@H:13]([O:15][C@H:16]2[CH2:20][N:19]([C:21]([O:23][C:24]([CH3:27])([CH3:26])[CH3:25])=[O:22])[C@@H:18](/[C:28](=[N:30]/[S:31]([C:33]([CH3:36])([CH3:35])[CH3:34])=[O:32])/[CH3:29])[C@@H:17]2[C:37]2[CH:42]=[CH:41][C:40]([F:43])=[CH:39][CH:38]=2)[CH3:14])[CH:6]=[C:7]([C:9]([F:12])([F:11])[F:10])[CH:8]=1.[CH2:46]([Mg]Br)[CH:47]=C.[CH2:51]1COCC1. The catalyst is CCOCC. The product is [F:45][C:2]([F:1])([F:44])[C:3]1[CH:4]=[C:5]([C@H:13]([O:15][C@H:16]2[CH2:20][N:19]([C:21]([O:23][C:24]([CH3:25])([CH3:26])[CH3:27])=[O:22])[C@@H:18]([C:28]([NH:30][S:31]([C:33]([CH3:36])([CH3:34])[CH3:35])=[O:32])([CH3:51])[CH2:29][CH:46]=[CH2:47])[C@@H:17]2[C:37]2[CH:38]=[CH:39][C:40]([F:43])=[CH:41][CH:42]=2)[CH3:14])[CH:6]=[C:7]([C:9]([F:10])([F:11])[F:12])[CH:8]=1. The yield is 0.380. (4) The reactants are Br[C:2]1[CH:3]=[C:4]2[C:8](=[N:9][CH:10]=1)[NH:7][CH:6]=[CH:5]2.[CH3:11][O-:12].[Na+]. The catalyst is CN(C)C=O.CO.[Cu]Br. The product is [CH3:11][O:12][C:2]1[CH:3]=[C:4]2[CH:5]=[CH:6][NH:7][C:8]2=[N:9][CH:10]=1. The yield is 0.500. (5) The yield is 0.700. The product is [C:7]([C:4]1[CH:3]=[C:2]([NH:1][C:25]([NH:24][C:21]2[CH:22]=[CH:23][C:18]([O:17][C:11]3[CH:12]=[CH:13][CH:14]=[CH:15][CH:16]=3)=[CH:19][CH:20]=2)=[O:26])[O:6][N:5]=1)([CH3:10])([CH3:9])[CH3:8]. The catalyst is C(Cl)Cl. The reactants are [NH2:1][C:2]1[O:6][N:5]=[C:4]([C:7]([CH3:10])([CH3:9])[CH3:8])[CH:3]=1.[C:11]1([O:17][C:18]2[CH:23]=[CH:22][C:21]([N:24]=[C:25]=[O:26])=[CH:20][CH:19]=2)[CH:16]=[CH:15][CH:14]=[CH:13][CH:12]=1.O.